From a dataset of Forward reaction prediction with 1.9M reactions from USPTO patents (1976-2016). Predict the product of the given reaction. (1) Given the reactants [CH2:1]([O:3][C:4]1[CH:5]=[C:6]([CH:16]=[CH:17][CH:18]=1)[O:7][C:8]1[CH:15]=[CH:14][C:11]([C:12]#[N:13])=[CH:10][CH:9]=1)[CH3:2].C1COCC1.[H-].[Al+3].[Li+].[H-].[H-].[H-].[OH-].[Na+], predict the reaction product. The product is: [CH2:1]([O:3][C:4]1[CH:5]=[C:6]([CH:16]=[CH:17][CH:18]=1)[O:7][C:8]1[CH:15]=[CH:14][C:11]([CH2:12][NH2:13])=[CH:10][CH:9]=1)[CH3:2]. (2) Given the reactants [NH:1]([C:5]1[CH:6]=[C:7]([CH:11]=[CH:12][CH:13]=1)[C:8]([OH:10])=[O:9])[C:2]([NH2:4])=[S:3].BrBr, predict the reaction product. The product is: [NH2:4][C:2]1[S:3][C:6]2[C:7]([C:8]([OH:10])=[O:9])=[CH:11][CH:12]=[CH:13][C:5]=2[N:1]=1. (3) Given the reactants [N:1]1[S:5][N:4]=[C:3]2[C:6]([S:10]([NH:13][C:14]3[CH:22]=[C:21]([Cl:23])[CH:20]=[CH:19][C:15]=3[C:16](O)=[O:17])(=[O:12])=[O:11])=[CH:7][CH:8]=[CH:9][C:2]=12.Cl.C[O:26][C:27](=[O:39])[C@@H:28]([NH2:38])[CH2:29][C:30]1[CH:35]=[CH:34][C:33]([Cl:36])=[C:32]([Cl:37])[CH:31]=1, predict the reaction product. The product is: [N:1]1[S:5][N:4]=[C:3]2[C:6]([S:10]([NH:13][C:14]3[CH:22]=[C:21]([Cl:23])[CH:20]=[CH:19][C:15]=3[C:16]([NH:38][C@@H:28]([CH2:29][C:30]3[CH:35]=[CH:34][C:33]([Cl:36])=[C:32]([Cl:37])[CH:31]=3)[C:27]([OH:26])=[O:39])=[O:17])(=[O:12])=[O:11])=[CH:7][CH:8]=[CH:9][C:2]=12. (4) Given the reactants [C:1]([C:3]1[C:8]([C:9]2[CH:14]=[CH:13][C:12]([F:15])=[CH:11][CH:10]=2)=[CH:7][C:6]([N:16]2[C:20](=[O:21])[C:19]([CH3:23])([CH3:22])[N:18]([CH2:24][C:25]3[CH:30]=[CH:29][C:28]([F:31])=[CH:27][C:26]=3[NH:32][C:33]3[CH:38]=[CH:37][C:36]([C:39]([CH3:54])([C:47]([O:49]C(C)(C)C)=[O:48])[C:40]([O:42]C(C)(C)C)=[O:41])=[CH:35][CH:34]=3)[C:17]2=[O:55])=[CH:5][CH:4]=1)#[N:2].Cl, predict the reaction product. The product is: [C:1]([C:3]1[C:8]([C:9]2[CH:10]=[CH:11][C:12]([F:15])=[CH:13][CH:14]=2)=[CH:7][C:6]([N:16]2[C:20](=[O:21])[C:19]([CH3:23])([CH3:22])[N:18]([CH2:24][C:25]3[CH:30]=[CH:29][C:28]([F:31])=[CH:27][C:26]=3[NH:32][C:33]3[CH:38]=[CH:37][C:36]([C:39]([CH3:54])([C:47]([OH:49])=[O:48])[C:40]([OH:42])=[O:41])=[CH:35][CH:34]=3)[C:17]2=[O:55])=[CH:5][CH:4]=1)#[N:2]. (5) Given the reactants [F:1][C:2]([F:11])([F:10])[C:3]1[C:4](=O)[NH:5][N:6]=[CH:7][CH:8]=1.P(Cl)(Cl)([Cl:14])=O, predict the reaction product. The product is: [Cl:14][C:4]1[N:5]=[N:6][CH:7]=[CH:8][C:3]=1[C:2]([F:11])([F:10])[F:1].